The task is: Predict the reaction yield, written as a fraction of the theoretical maximum amount of product (1.0 means a 100% yield; for example, 0.34 means a 34% yield).. This data is from Reaction yield outcomes from USPTO patents with 853,638 reactions. The catalyst is [Cl-].[Na+].O.O. The reactants are [CH2:1]([O:3][P:4]([CH2:9][CH2:10][C:11]([CH3:28])=[CH:12][CH2:13][C:14]1[C:15]([OH:27])=[C:16]2[C:20](=[C:21]([CH3:25])[C:22]=1[O:23][CH3:24])[CH2:19][O:18][C:17]2=[O:26])(=[O:8])[O:5]CC)[CH3:2].[Li+].[OH-].CO.Cl. The product is [CH2:1]([O:3][P:4]([CH2:9][CH2:10][C:11]([CH3:28])=[CH:12][CH2:13][C:14]1[C:15]([OH:27])=[C:16]2[C:20](=[C:21]([CH3:25])[C:22]=1[O:23][CH3:24])[CH2:19][O:18][C:17]2=[O:26])(=[O:5])[OH:8])[CH3:2]. The yield is 0.280.